From a dataset of Peptide-MHC class I binding affinity with 185,985 pairs from IEDB/IMGT. Regression. Given a peptide amino acid sequence and an MHC pseudo amino acid sequence, predict their binding affinity value. This is MHC class I binding data. (1) The peptide sequence is SPMETTAEF. The MHC is HLA-A02:03 with pseudo-sequence HLA-A02:03. The binding affinity (normalized) is 0.0847. (2) The peptide sequence is NPVPVGNIY. The MHC is HLA-A68:02 with pseudo-sequence HLA-A68:02. The binding affinity (normalized) is 0. (3) The peptide sequence is RLITVYVQA. The MHC is HLA-A01:01 with pseudo-sequence HLA-A01:01. The binding affinity (normalized) is 0.0847. (4) The peptide sequence is WESGAVLCV. The MHC is HLA-A11:01 with pseudo-sequence HLA-A11:01. The binding affinity (normalized) is 0.0847. (5) The peptide sequence is SSPSRCERM. The MHC is Mamu-B08 with pseudo-sequence Mamu-B08. The binding affinity (normalized) is 0.424. (6) The peptide sequence is IPFSEGKAL. The MHC is HLA-B48:01 with pseudo-sequence HLA-B48:01. The binding affinity (normalized) is 0.0847. (7) The peptide sequence is ELAPIRVNA. The MHC is HLA-A68:02 with pseudo-sequence HLA-A68:02. The binding affinity (normalized) is 1.00. (8) The peptide sequence is TTFPVNGGY. The MHC is HLA-A80:01 with pseudo-sequence HLA-A80:01. The binding affinity (normalized) is 0.289. (9) The binding affinity (normalized) is 0.0238. The MHC is HLA-A02:01 with pseudo-sequence HLA-A02:01. The peptide sequence is EAVKDKNWT. (10) The peptide sequence is KMVTQRTIGK. The MHC is HLA-A03:01 with pseudo-sequence HLA-A03:01. The binding affinity (normalized) is 0.563.